This data is from Peptide-MHC class I binding affinity with 185,985 pairs from IEDB/IMGT. The task is: Regression. Given a peptide amino acid sequence and an MHC pseudo amino acid sequence, predict their binding affinity value. This is MHC class I binding data. The peptide sequence is ATAILRKA. The MHC is HLA-A02:06 with pseudo-sequence HLA-A02:06. The binding affinity (normalized) is 0.